From a dataset of Peptide-MHC class II binding affinity with 134,281 pairs from IEDB. Regression. Given a peptide amino acid sequence and an MHC pseudo amino acid sequence, predict their binding affinity value. This is MHC class II binding data. (1) The peptide sequence is QPGVDIIEGPVKNVA. The MHC is DRB1_1501 with pseudo-sequence DRB1_1501. The binding affinity (normalized) is 0.344. (2) The peptide sequence is NYLALLVKYVNGDGD. The MHC is HLA-DPA10201-DPB10101 with pseudo-sequence HLA-DPA10201-DPB10101. The binding affinity (normalized) is 0.0794. (3) The peptide sequence is YIITPTNVSHIQSAVVSGRR. The MHC is DRB1_0101 with pseudo-sequence DRB1_0101. The binding affinity (normalized) is 0.802. (4) The peptide sequence is SVAGRVDGLELKKLG. The MHC is DRB4_0103 with pseudo-sequence DRB4_0103. The binding affinity (normalized) is 0.386. (5) The peptide sequence is LAARTLLAAADELVG. The MHC is DRB1_0301 with pseudo-sequence DRB1_0301. The binding affinity (normalized) is 0.269. (6) The peptide sequence is AFILDGDRLFPKV. The MHC is HLA-DQA10501-DQB10201 with pseudo-sequence HLA-DQA10501-DQB10201. The binding affinity (normalized) is 0.374. (7) The peptide sequence is KPNDFMPTFAKAMEK. The MHC is DRB5_0101 with pseudo-sequence DRB5_0101. The binding affinity (normalized) is 0.581.